From a dataset of Catalyst prediction with 721,799 reactions and 888 catalyst types from USPTO. Predict which catalyst facilitates the given reaction. (1) Reactant: [CH2:1]([O:5][C:6]1[CH:7]=[C:8](/[CH:13]=[C:14](\[O:19][CH3:20])/[C:15]([O:17][CH3:18])=[O:16])[CH:9]=[CH:10][C:11]=1[OH:12])[CH2:2][CH2:3][CH3:4].C(N(CC)CC)C.[S:28](O[S:28]([C:31]([F:34])([F:33])[F:32])(=[O:30])=[O:29])([C:31]([F:34])([F:33])[F:32])(=[O:30])=[O:29].C(=O)([O-])O.[Na+]. The catalyst class is: 4. Product: [CH3:20][O:19]/[C:14](=[CH:13]\[C:8]1[CH:9]=[CH:10][C:11]([O:12][S:28]([C:31]([F:34])([F:33])[F:32])(=[O:30])=[O:29])=[C:6]([O:5][CH2:1][CH2:2][CH2:3][CH3:4])[CH:7]=1)/[C:15]([O:17][CH3:18])=[O:16]. (2) Reactant: [F:1][C:2]([F:19])([F:18])[C:3]1[CH:4]=[C:5]([C:13](=O)[CH:14](Br)[CH3:15])[CH:6]=[C:7]([C:9]([F:12])([F:11])[F:10])[CH:8]=1.C[O:21][C:22]([CH2:24][C:25]([NH2:27])=[O:26])=[O:23]. Product: [F:1][C:2]([F:19])([F:18])[C:3]1[CH:4]=[C:5]([C:13]2[N:27]=[C:25]([CH2:24][C:22]([OH:23])=[O:21])[O:26][C:14]=2[CH3:15])[CH:6]=[C:7]([C:9]([F:12])([F:11])[F:10])[CH:8]=1. The catalyst class is: 16.